Dataset: Catalyst prediction with 721,799 reactions and 888 catalyst types from USPTO. Task: Predict which catalyst facilitates the given reaction. (1) Product: [Cl:1][C:2]1[CH:3]=[CH:4][C:5]([O:12][CH2:15][CH2:14][C:13]([N:26]2[C@@H:27]([CH3:30])[CH2:28][O:29][C@H:24]([CH2:23][C:22]3[CH:31]=[CH:32][C:19]([F:18])=[CH:20][CH:21]=3)[CH2:25]2)=[O:16])=[C:6]([NH:8][C:9]([NH2:11])=[O:10])[CH:7]=1. Reactant: [Cl:1][C:2]1[CH:3]=[CH:4][C:5](=[O:12])[CH:6]([NH:8][C:9]([NH2:11])=[O:10])[CH:7]=1.[C:13](O)(=[O:16])[CH2:14][CH3:15].[F:18][C:19]1[CH:32]=[CH:31][C:22]([CH2:23][C@H:24]2[O:29][CH2:28][C@H:27]([CH3:30])[NH:26][CH2:25]2)=[CH:21][CH:20]=1.CCN=C=NCCCN(C)C.C1C=CC2N(O)N=NC=2C=1.CCN(C(C)C)C(C)C. The catalyst class is: 18. (2) Reactant: [CH3:1][O:2][C:3]1[CH:10]=[CH:9][C:6]([CH2:7][NH2:8])=[CH:5][CH:4]=1.C[O:12][C:13](=O)/[CH:14]=[C:15](/[O:18][CH3:19])\[CH2:16]Cl.C(N(CC)CC)C. Product: [CH3:19][O:18][C:15]1[CH2:16][N:8]([CH2:7][C:6]2[CH:9]=[CH:10][C:3]([O:2][CH3:1])=[CH:4][CH:5]=2)[C:13](=[O:12])[CH:14]=1. The catalyst class is: 10. (3) Reactant: [F:1][C:2]1[CH:31]=[CH:30][C:5]([CH2:6][N:7]2[C:11]3=[CH:12][N:13]=[C:14]([C:16]([O:18]C)=[O:17])[CH:15]=[C:10]3[C:9]([CH2:20][O:21][CH2:22][CH2:23][N:24]3[CH2:28][CH2:27][CH2:26][C:25]3=[O:29])=[CH:8]2)=[CH:4][CH:3]=1.[Li+].[OH-].Cl. Product: [F:1][C:2]1[CH:3]=[CH:4][C:5]([CH2:6][N:7]2[C:11]3=[CH:12][N:13]=[C:14]([C:16]([OH:18])=[O:17])[CH:15]=[C:10]3[C:9]([CH2:20][O:21][CH2:22][CH2:23][N:24]3[CH2:28][CH2:27][CH2:26][C:25]3=[O:29])=[CH:8]2)=[CH:30][CH:31]=1. The catalyst class is: 5. (4) Reactant: [Br:1][C:2]1[C:11]([OH:12])=[CH:10][CH:9]=[C:8]2[C:3]=1[CH:4]=[CH:5][NH:6][C:7]2=[O:13].C(OC([N:21]1[CH2:26][CH2:25][CH2:24][C@@H:23](OS(C)(=O)=O)[CH2:22]1)=O)(C)(C)C.C(=O)([O-])[O-].[K+].[K+].CN(C)C=O. Product: [Br:1][C:2]1[C:11]([O:12][C@H:23]2[CH2:24][CH2:25][CH2:26][NH:21][CH2:22]2)=[CH:10][CH:9]=[C:8]2[C:3]=1[CH:4]=[CH:5][NH:6][C:7]2=[O:13]. The catalyst class is: 24. (5) Reactant: Cl.[C:2]([N:5]1[C:14]2[C:9](=[CH:10][C:11]([C:15]#[C:16][Si:17]([CH:24]([CH3:26])[CH3:25])([CH:21]([CH3:23])[CH3:22])[CH:18]([CH3:20])[CH3:19])=[CH:12][CH:13]=2)[C@H:8]([NH2:27])[CH2:7][C@@H:6]1[CH3:28])(=[O:4])[CH3:3].CC(C)([O-])C.[Na+].C[N:36]([CH3:62])[C:37]1[CH:42]=[CH:41][CH:40]=C[C:38]=1C1C=CC=CC=1P(C1CCCCC1)C1CCCCC1.BrC1C=CC=C(C)N=1. The catalyst class is: 187. Product: [C:2]([N:5]1[C:14]2[C:9](=[CH:10][C:11]([C:15]#[C:16][Si:17]([CH:21]([CH3:23])[CH3:22])([CH:18]([CH3:20])[CH3:19])[CH:24]([CH3:26])[CH3:25])=[CH:12][CH:13]=2)[C@H:8]([NH:27][C:62]2[CH:40]=[CH:41][CH:42]=[C:37]([CH3:38])[N:36]=2)[CH2:7][C@@H:6]1[CH3:28])(=[O:4])[CH3:3]. (6) Reactant: [N+:1]([C:4]1[CH:13]=[C:12]2[C:7]([CH2:8][CH2:9][CH2:10][N:11]2[C:14](=[O:19])[C:15]([F:18])([F:17])[F:16])=[CH:6][CH:5]=1)([O-])=O. Product: [NH2:1][C:4]1[CH:13]=[C:12]2[C:7]([CH2:8][CH2:9][CH2:10][N:11]2[C:14](=[O:19])[C:15]([F:18])([F:16])[F:17])=[CH:6][CH:5]=1. The catalyst class is: 43. (7) Reactant: [CH3:1][O:2][C:3](=[O:14])[C:4]1[CH:9]=[CH:8][CH:7]=[C:6]([N+:10]([O-])=O)[C:5]=1[Br:13].Cl[Sn]Cl.O.[OH-].[Na+]. Product: [CH3:1][O:2][C:3](=[O:14])[C:4]1[CH:9]=[CH:8][CH:7]=[C:6]([NH2:10])[C:5]=1[Br:13]. The catalyst class is: 138. (8) Product: [C:1]([O:5][C:6](=[O:35])[NH:7][C:8]1([C:12]2[CH:13]=[CH:14][C:15]([C:18]3[C:27]([C:28]4[CH:29]=[CH:30][CH:31]=[CH:32][CH:33]=4)=[CH:26][C:25]4[C:24](=[O:34])[C:23](=[N:42][OH:43])[CH2:22][CH2:21][C:20]=4[N:19]=3)=[CH:16][CH:17]=2)[CH2:9][CH2:10][CH2:11]1)([CH3:4])([CH3:2])[CH3:3]. The catalyst class is: 1. Reactant: [C:1]([O:5][C:6](=[O:35])[NH:7][C:8]1([C:12]2[CH:17]=[CH:16][C:15]([C:18]3[C:27]([C:28]4[CH:33]=[CH:32][CH:31]=[CH:30][CH:29]=4)=[CH:26][C:25]4[C:24](=[O:34])[CH2:23][CH2:22][CH2:21][C:20]=4[N:19]=3)=[CH:14][CH:13]=2)[CH2:11][CH2:10][CH2:9]1)([CH3:4])([CH3:3])[CH3:2].CC(C)([O-])C.[K+].[N:42](OCCC(C)C)=[O:43]. (9) Reactant: Cl[C:2]1[C:3]2[CH:10]=[C:9]([C:11]3[CH2:12][CH2:13][N:14]([S:17]([CH3:20])(=[O:19])=[O:18])[CH2:15][CH:16]=3)[NH:8][C:4]=2[N:5]=[CH:6][N:7]=1.[Cl:21][C:22]1[CH:23]=[C:24]([CH3:32])[C:25]([F:31])=[C:26](B(O)O)[CH:27]=1.C(=O)([O-])[O-].[Cs+].[Cs+].[O-]P([O-])([O-])=O.[O-]P([O-])([O-])=O.[Ca+2].[Ca+2].[Ca+2]. Product: [Cl:21][C:22]1[CH:23]=[C:24]([CH3:32])[C:25]([F:31])=[C:26]([C:2]2[C:3]3[CH:10]=[C:9]([C:11]4[CH2:12][CH2:13][N:14]([S:17]([CH3:20])(=[O:19])=[O:18])[CH2:15][CH:16]=4)[NH:8][C:4]=3[N:5]=[CH:6][N:7]=2)[CH:27]=1. The catalyst class is: 29.